Dataset: Forward reaction prediction with 1.9M reactions from USPTO patents (1976-2016). Task: Predict the product of the given reaction. (1) Given the reactants Cl[C:2]1[CH:3]=[CH:4][N:5]2[C:10]([C:11]=1[CH3:12])=[C:9]([CH:13]1[CH2:15][CH2:14]1)[CH:8]=[C:7]([C:16]([O:18][CH3:19])=[O:17])[C:6]2=[O:20].CC1(C)C(C)(C)OB([C:29]2[CH:30]=[C:31]3[CH:37]=[CH:36][NH:35][C:32]3=[N:33][CH:34]=2)O1, predict the reaction product. The product is: [NH:35]1[C:32]2=[N:33][CH:34]=[C:29]([C:2]3[CH:3]=[CH:4][N:5]4[C:10]([C:11]=3[CH3:12])=[C:9]([CH:13]3[CH2:15][CH2:14]3)[CH:8]=[C:7]([C:16]([O:18][CH3:19])=[O:17])[C:6]4=[O:20])[CH:30]=[C:31]2[CH:37]=[CH:36]1. (2) Given the reactants [O:1]=[C:2]1[CH2:7][CH2:6][N:5]([C:8]2[CH:13]=[CH:12][C:11]([N:14]3[CH2:18][C@H:17]([CH2:19][NH:20][C:21](=[O:23])[CH3:22])[O:16][C:15]3=[O:24])=[CH:10][CH:9]=2)[CH2:4][CH2:3]1.[BH4-].[Na+], predict the reaction product. The product is: [OH:1][CH:2]1[CH2:3][CH2:4][N:5]([C:8]2[CH:9]=[CH:10][C:11]([N:14]3[CH2:18][C@H:17]([CH2:19][NH:20][C:21](=[O:23])[CH3:22])[O:16][C:15]3=[O:24])=[CH:12][CH:13]=2)[CH2:6][CH2:7]1. (3) Given the reactants [Cl:1][C:2]1[CH:3]=[C:4]([NH:10][C:11]2[N:19]=[CH:18][CH:17]=[CH:16][C:12]=2[C:13]([OH:15])=O)[CH:5]=[CH:6][C:7]=1[O:8][CH3:9].Cl.[NH2:21][C:22]([CH3:27])([CH2:25][CH3:26])[C:23]#[CH:24].C1C=CC2N(O)N=NC=2C=1.CCN=C=NCCCN(C)C.CCN(C(C)C)C(C)C, predict the reaction product. The product is: [Cl:1][C:2]1[CH:3]=[C:4]([NH:10][C:11]2[N:19]=[CH:18][CH:17]=[CH:16][C:12]=2[C:13]([NH:21][C:22]([CH3:27])([CH2:25][CH3:26])[C:23]#[CH:24])=[O:15])[CH:5]=[CH:6][C:7]=1[O:8][CH3:9]. (4) Given the reactants [C:1]([O:4][CH3:5])(=[O:3])[CH3:2].[Li+].CC([N-]C(C)C)C.[Br:14][C:15]1[CH:16]=[C:17]2[C:27](=[CH:28][CH:29]=1)[O:26][C:20]1([CH2:25][CH2:24][CH2:23][CH2:22][CH2:21]1)[CH2:19]/[C:18]/2=[N:30]\[S:31]([C:34]([CH3:37])([CH3:36])[CH3:35])(=O)=[O:32], predict the reaction product. The product is: [Br:14][C:15]1[CH:16]=[C:17]2[C:27](=[CH:28][CH:29]=1)[O:26][C:20]1([CH2:25][CH2:24][CH2:23][CH2:22][CH2:21]1)[CH2:19][C:18]2([CH2:2][C:1]([O:4][CH3:5])=[O:3])[NH:30][S:31]([C:34]([CH3:37])([CH3:36])[CH3:35])=[O:32]. (5) Given the reactants [C:1]([O:5][C:6]([CH:8]1[NH:20][CH2:19][C:17]2=[C:18]3[C:13](=[C:14]([CH2:21][C:22](=[O:24])[NH2:23])[CH:15]=[CH:16]2)[CH:12]=[CH:11][N:10]3[CH2:9]1)=[O:7])([CH3:4])([CH3:3])[CH3:2].C[O:26][C:27](=O)[C:28](=O)[C:29]1[C:37]2[C:32](=[C:33]([CH2:38][O:39][Si:40]([CH:47]([CH3:49])[CH3:48])([CH:44]([CH3:46])[CH3:45])[CH:41]([CH3:43])[CH3:42])[CH:34]=[CH:35][CH:36]=2)[NH:31][CH:30]=1, predict the reaction product. The product is: [C:1]([O:5][C:6]([CH:8]1[NH:20][CH2:19][C:17]2=[C:18]3[C:13](=[C:14]([C:21]4[C:22](=[O:24])[NH:23][C:27](=[O:26])[C:28]=4[C:29]4[C:37]5[C:32](=[C:33]([CH2:38][O:39][Si:40]([CH:41]([CH3:43])[CH3:42])([CH:47]([CH3:49])[CH3:48])[CH:44]([CH3:46])[CH3:45])[CH:34]=[CH:35][CH:36]=5)[NH:31][CH:30]=4)[CH:15]=[CH:16]2)[CH:12]=[CH:11][N:10]3[CH2:9]1)=[O:7])([CH3:4])([CH3:2])[CH3:3]. (6) Given the reactants [H-].[Al+3].[Li+].[H-].[H-].[H-].C([O:9][C:10]([C:12]1[C:21]([Cl:22])=[C:15]2[C:16](=[O:20])[NH:17][CH2:18][CH2:19][N:14]2[N:13]=1)=O)C, predict the reaction product. The product is: [Cl:22][C:21]1[C:12]([CH2:10][OH:9])=[N:13][N:14]2[CH2:19][CH2:18][NH:17][C:16](=[O:20])[C:15]=12. (7) The product is: [F:11][C:7]1[CH:6]=[CH:5][C:4]([N+:1]([O-:3])=[O:2])=[CH:10][C:8]=1[N:9]1[CH:14]=[CH:18][CH:17]=[CH:16]1. Given the reactants [N+:1]([C:4]1[CH:5]=[CH:6][C:7]([F:11])=[C:8]([CH:10]=1)[NH2:9])([O-:3])=[O:2].CO[CH:14]1[CH2:18][CH2:17][CH:16](OC)O1, predict the reaction product.